Dataset: Forward reaction prediction with 1.9M reactions from USPTO patents (1976-2016). Task: Predict the product of the given reaction. (1) Given the reactants [C:1]([C:5]1[CH:14]=[C:13]2[C:8]([CH:9]=[C:10]([C:19]([O:21][CH2:22][CH3:23])=[O:20])[CH:11]([C:15]([F:18])([F:17])[F:16])[O:12]2)=[CH:7][C:6]=1Cl)([CH3:4])([CH3:3])[CH3:2].[C:25]([O-])([O-])=O.[Cs+].[Cs+].CB1OB(C)OB(C)O1.O, predict the reaction product. The product is: [C:1]([C:5]1[CH:14]=[C:13]2[C:8]([CH:9]=[C:10]([C:19]([O:21][CH2:22][CH3:23])=[O:20])[CH:11]([C:15]([F:18])([F:17])[F:16])[O:12]2)=[CH:7][C:6]=1[CH3:25])([CH3:4])([CH3:3])[CH3:2]. (2) Given the reactants [NH2:1][C:2]1[C:11]2[C:6](=[C:7](Br)[CH:8]=[CH:9][CH:10]=2)[N:5]=[N:4][C:3]=1[C:13]([NH:15][CH2:16][CH2:17][CH3:18])=[O:14].[CH3:19][O:20][C:21]1[C:26]([O:27][CH3:28])=[CH:25][CH:24]=[CH:23][C:22]=1B(O)O, predict the reaction product. The product is: [NH2:1][C:2]1[C:11]2[C:6](=[C:7]([C:25]3[CH:24]=[CH:23][CH:22]=[C:21]([O:20][CH3:19])[C:26]=3[O:27][CH3:28])[CH:8]=[CH:9][CH:10]=2)[N:5]=[N:4][C:3]=1[C:13]([NH:15][CH2:16][CH2:17][CH3:18])=[O:14]. (3) Given the reactants [CH3:1][O:2][C:3]1[CH:4]=[C:5]([CH:8]=[CH:9][C:10]=1[O:11][CH:12]([O:14][CH2:15][CH3:16])[CH3:13])[CH:6]=[CH2:7].[C:17]([O:21][C:22](=[O:33])[C:23]([CH2:25][O:26][CH2:27][C:28](=[CH2:32])[C:29]([O-:31])=[O:30])=[CH2:24])([CH3:20])([CH3:19])[CH3:18].N(C(C)(C)C(OC)=O)=NC(C)(C)C(OC)=O, predict the reaction product. The product is: [CH3:1][O:2][C:3]1[CH:4]=[C:5]([CH:8]=[CH:9][C:10]=1[O:11][CH:12]([O:14][CH2:15][CH3:16])[CH3:13])[CH:6]=[CH2:7].[C:17]([O:21][C:22](=[O:33])[C:23]([CH2:25][O:26][CH2:27][C:28](=[CH2:32])[C:29]([O-:31])=[O:30])=[CH2:24])([CH3:20])([CH3:19])[CH3:18]. (4) Given the reactants [C:1]([O:5][C:6]([NH:8][C@@H:9]([C:13]1[CH:18]=[CH:17][C:16]([OH:19])=[CH:15][CH:14]=1)[C:10]([OH:12])=[O:11])=[O:7])([CH3:4])([CH3:3])[CH3:2].C(=O)=O.[CH2:23](Br)[C:24]1[CH:29]=[CH:28][CH:27]=[CH:26][CH:25]=1, predict the reaction product. The product is: [C:1]([O:5][C:6]([NH:8][C@@H:9]([C:13]1[CH:18]=[CH:17][C:16]([OH:19])=[CH:15][CH:14]=1)[C:10]([O:12][CH2:23][C:24]1[CH:29]=[CH:28][CH:27]=[CH:26][CH:25]=1)=[O:11])=[O:7])([CH3:4])([CH3:2])[CH3:3]. (5) Given the reactants C([O:3][C:4](=[O:34])[CH:5]([CH2:19][C:20]1[CH:21]=[N:22][C:23]([NH:26][C:27]([O:29][C:30]([CH3:33])([CH3:32])[CH3:31])=[O:28])=[CH:24][CH:25]=1)[CH2:6][P:7]([OH:18])([CH2:9][CH2:10][CH2:11][C:12]1[CH:17]=[CH:16][CH:15]=[CH:14][CH:13]=1)=[O:8])C.[Li+].[OH-].C(OC(=O)C)C, predict the reaction product. The product is: [C:30]([O:29][C:27]([NH:26][C:23]1[N:22]=[CH:21][C:20]([CH2:19][CH:5]([CH2:6][P:7]([OH:18])([CH2:9][CH2:10][CH2:11][C:12]2[CH:13]=[CH:14][CH:15]=[CH:16][CH:17]=2)=[O:8])[C:4]([OH:34])=[O:3])=[CH:25][CH:24]=1)=[O:28])([CH3:33])([CH3:31])[CH3:32]. (6) Given the reactants C([O:3][C:4]([C:6]1([C:9]2[CH:14]=[CH:13][C:12]([C:15]3[CH:20]=[CH:19][C:18]([C:21]4[S:22][C:23]([F:39])=[CH:24][C:25]=4[NH:26][C:27]([O:29][C@@H:30]([C:32]4[CH:37]=[CH:36][C:35]([F:38])=[CH:34][CH:33]=4)[CH3:31])=[O:28])=[CH:17][CH:16]=3)=[CH:11][CH:10]=2)[CH2:8][CH2:7]1)=[O:5])C.[OH-].[Na+].O1CCCC1.Cl, predict the reaction product. The product is: [F:39][C:23]1[S:22][C:21]([C:18]2[CH:19]=[CH:20][C:15]([C:12]3[CH:11]=[CH:10][C:9]([C:6]4([C:4]([OH:5])=[O:3])[CH2:8][CH2:7]4)=[CH:14][CH:13]=3)=[CH:16][CH:17]=2)=[C:25]([NH:26][C:27]([O:29][C@@H:30]([C:32]2[CH:33]=[CH:34][C:35]([F:38])=[CH:36][CH:37]=2)[CH3:31])=[O:28])[CH:24]=1.